Task: Predict which catalyst facilitates the given reaction.. Dataset: Catalyst prediction with 721,799 reactions and 888 catalyst types from USPTO (1) Reactant: [NH:1]1[CH:5]=[CH:4][N:3]=[N:2]1.[H-].[Na+].F[C:9]1[CH:16]=[C:15]([F:17])[CH:14]=[CH:13][C:10]=1[C:11]#[N:12]. Product: [F:17][C:15]1[CH:16]=[CH:9][C:10]([C:11]#[N:12])=[C:13]([N:2]2[N:3]=[CH:4][CH:5]=[N:1]2)[CH:14]=1. The catalyst class is: 118. (2) Reactant: [CH3:1][N:2]=[C:3]=[O:4].[NH2:5][C:6]1[N:11]=[CH:10][C:9](/[CH:12]=[CH:13]/[C:14]([N:16]([CH3:28])[CH2:17][C:18]2[N:19]([CH3:27])[C:20]3[C:25]([CH:26]=2)=[CH:24][CH:23]=[CH:22][CH:21]=3)=[O:15])=[CH:8][CH:7]=1.C(N(CC)CC)C. Product: [CH3:28][N:16]([CH2:17][C:18]1[N:19]([CH3:27])[C:20]2[C:25]([CH:26]=1)=[CH:24][CH:23]=[CH:22][CH:21]=2)[C:14](=[O:15])/[CH:13]=[CH:12]/[C:9]1[CH:10]=[N:11][C:6]([NH:5][C:3]([NH:2][CH3:1])=[O:4])=[CH:7][CH:8]=1. The catalyst class is: 3. (3) Reactant: Cl.[NH:2]([CH2:4][C:5]([O:7][CH2:8][CH3:9])=[O:6])[NH2:3].C(N(CC)CC)C.C(O)C.[Cl:20][C:21](Cl)=[CH:22][C:23](=O)[C:24]([F:27])([F:26])[F:25]. Product: [Cl:20][C:21]1[N:2]([CH2:4][C:5]([O:7][CH2:8][CH3:9])=[O:6])[N:3]=[C:23]([C:24]([F:27])([F:26])[F:25])[CH:22]=1. The catalyst class is: 120. (4) Reactant: [CH2:1]([N:3]1[C:7]2=[N:8][C:9]([CH2:32][CH3:33])=[C:10]([CH2:19][NH:20][C:21]([C:23]3[CH:31]=[CH:30][C:26]([C:27]([OH:29])=O)=[CH:25][CH:24]=3)=[O:22])[C:11]([NH:12][CH:13]3[CH2:18][CH2:17][O:16][CH2:15][CH2:14]3)=[C:6]2[CH:5]=[N:4]1)[CH3:2].[NH2:34][CH2:35][C:36]1[CH:37]=[CH:38][C:39]([F:62])=[C:40]([C:42]2[CH:47]=[CH:46][CH:45]=[C:44]([CH2:48]N3CCN(C(OC(C)(C)C)=O)CC3)[CH:43]=2)[CH:41]=1.CN(C(O[N:71]1N=[N:78][C:73]2C=CC=C[C:72]1=2)=[N+](C)C)C.F[P-](F)(F)(F)(F)F.[CH3:87][CH2:88]N(CC)CC. Product: [CH2:1]([N:3]1[C:7]2=[N:8][C:9]([CH2:32][CH3:33])=[C:10]([CH2:19][NH:20][C:21]([C:23]3[CH:24]=[CH:25][C:26]([C:27]([NH:34][CH2:35][C:36]4[CH:41]=[C:40]([C:42]5[CH:47]=[CH:46][CH:45]=[C:44]([CH2:48][N:71]6[CH2:72][CH2:73][NH:78][CH2:88][CH2:87]6)[CH:43]=5)[C:39]([F:62])=[CH:38][CH:37]=4)=[O:29])=[CH:30][CH:31]=3)=[O:22])[C:11]([NH:12][CH:13]3[CH2:14][CH2:15][O:16][CH2:17][CH2:18]3)=[C:6]2[CH:5]=[N:4]1)[CH3:2]. The catalyst class is: 2. (5) Reactant: [CH3:1][N:2]([CH2:4][C:5]1[C:13]2[O:12][N:11]=[C:10]([CH2:14][CH2:15][CH:16]3[CH2:21][CH2:20][N:19]([C:22]4[CH:23]=[N:24][CH:25]=[CH:26][CH:27]=4)[CH2:18][CH2:17]3)[C:9]=2[CH:8]=[CH:7][C:6]=1[O:28][CH2:29][CH:30]1[CH2:32][CH2:31]1)[CH3:3].[ClH:33]. Product: [ClH:33].[ClH:33].[CH3:1][N:2]([CH2:4][C:5]1[C:13]2[O:12][N:11]=[C:10]([CH2:14][CH2:15][CH:16]3[CH2:17][CH2:18][N:19]([C:22]4[CH:23]=[N:24][CH:25]=[CH:26][CH:27]=4)[CH2:20][CH2:21]3)[C:9]=2[CH:8]=[CH:7][C:6]=1[O:28][CH2:29][CH:30]1[CH2:31][CH2:32]1)[CH3:3]. The catalyst class is: 125. (6) Reactant: [CH3:1][O:2][C:3](=[O:18])[C@@H:4]([N:13]1[CH:17]=[CH:16][CH:15]=[CH:14]1)[CH2:5][C:6]1[CH:11]=[CH:10][C:9]([OH:12])=[CH:8][CH:7]=1.[Br:19]N1C(=O)CCC1=O. Product: [CH3:1][O:2][C:3](=[O:18])[C@@H:4]([N:13]1[CH:17]=[CH:16][CH:15]=[C:14]1[Br:19])[CH2:5][C:6]1[CH:11]=[CH:10][C:9]([OH:12])=[CH:8][CH:7]=1. The catalyst class is: 1. (7) Reactant: [CH2:1]([C@@:4]1([CH3:47])[CH2:9][C@H:8]([C:10]2[CH:15]=[CH:14][CH:13]=[C:12]([Cl:16])[CH:11]=2)[C@@H:7]([C:17]2[CH:22]=[CH:21][C:20]([Cl:23])=[CH:19][CH:18]=2)[N:6]([C@@H:24]([CH2:44][CH3:45])[CH2:25][O:26][Si](C(C)(C)C)(C2C=CC=CC=2)C2C=CC=CC=2)[C:5]1=[O:46])[CH:2]=[CH2:3].CCCC[N+](CCCC)(CCCC)CCCC.[F-]. Product: [CH2:1]([C@@:4]1([CH3:47])[CH2:9][C@H:8]([C:10]2[CH:15]=[CH:14][CH:13]=[C:12]([Cl:16])[CH:11]=2)[C@@H:7]([C:17]2[CH:18]=[CH:19][C:20]([Cl:23])=[CH:21][CH:22]=2)[N:6]([C@@H:24]([CH2:44][CH3:45])[CH2:25][OH:26])[C:5]1=[O:46])[CH:2]=[CH2:3]. The catalyst class is: 1. (8) Reactant: Cl[C:2]1[CH:7]=[CH:6][N:5]([C:8]2[CH:9]=[CH:10][C:11]3[N:15]=[C:14]([CH:16]4[CH2:18][CH2:17]4)[N:13]([CH3:19])[C:12]=3[CH:20]=2)[C:4](=[O:21])[CH:3]=1.[O:22]1[C:26]2[CH:27]=[CH:28][C:29]([CH2:31][OH:32])=[CH:30][C:25]=2[CH2:24][CH2:23]1.C(=O)([O-])[O-].[Cs+].[Cs+].CN(C=O)C. Product: [CH:16]1([C:14]2[N:13]([CH3:19])[C:12]3[CH:20]=[C:8]([N:5]4[CH:6]=[CH:7][C:2]([O:32][CH2:31][C:29]5[CH:28]=[CH:27][C:26]6[O:22][CH2:23][CH2:24][C:25]=6[CH:30]=5)=[CH:3][C:4]4=[O:21])[CH:9]=[CH:10][C:11]=3[N:15]=2)[CH2:18][CH2:17]1. The catalyst class is: 6.